Regression. Given two drug SMILES strings and cell line genomic features, predict the synergy score measuring deviation from expected non-interaction effect. From a dataset of NCI-60 drug combinations with 297,098 pairs across 59 cell lines. Drug 1: CCN(CC)CCNC(=O)C1=C(NC(=C1C)C=C2C3=C(C=CC(=C3)F)NC2=O)C. Drug 2: CN(CCCl)CCCl.Cl. Cell line: CAKI-1. Synergy scores: CSS=30.0, Synergy_ZIP=-12.5, Synergy_Bliss=0.0754, Synergy_Loewe=-1.40, Synergy_HSA=3.63.